From a dataset of Peptide-MHC class I binding affinity with 185,985 pairs from IEDB/IMGT. Regression. Given a peptide amino acid sequence and an MHC pseudo amino acid sequence, predict their binding affinity value. This is MHC class I binding data. The peptide sequence is RMMETWHPL. The MHC is HLA-B35:01 with pseudo-sequence HLA-B35:01. The binding affinity (normalized) is 0.303.